The task is: Binary Classification. Given a drug SMILES string, predict its activity (active/inactive) in a high-throughput screening assay against a specified biological target.. This data is from Cav3 T-type calcium channel HTS with 100,875 compounds. (1) The molecule is s1c(c2nc(sc2)Nc2cc([N+]([O-])=O)ccc2)c(nc1NC(=O)C)C. The result is 0 (inactive). (2) The drug is S=C(Nc1c(ccc(c1)C)C)N\N=C\c1ccc(OCCCC)cc1. The result is 0 (inactive). (3) The molecule is O\N=C\c1c(N2CCCC2)n(nc1C)c1ccccc1. The result is 0 (inactive). (4) The molecule is n12[nH]cnc2=NC2=C(C1c1ccccc1)CCCC2. The result is 0 (inactive). (5) The drug is S(=O)(=O)(N1C(CC(O)C1)C(O)=O)c1sccc1. The result is 0 (inactive). (6) The drug is Brc1c(S(=O)(=O)NC(Cc2ccccc2)C(OC)=O)ccc(F)c1. The result is 0 (inactive). (7) The molecule is OC(CCN1CCCCC1)(c1ccccc1)c1ccccc1. The result is 0 (inactive).